Dataset: Catalyst prediction with 721,799 reactions and 888 catalyst types from USPTO. Task: Predict which catalyst facilitates the given reaction. (1) Product: [NH2:14][C:7]1[CH:8]=[C:9]([CH:12]=[CH:13][C:6]=1[O:5][C:4]1[CH:3]=[C:2]([CH3:1])[CH:19]=[C:18]([CH3:20])[CH:17]=1)[C:10]#[N:11]. The catalyst class is: 20. Reactant: [CH3:1][C:2]1[CH:3]=[C:4]([CH:17]=[C:18]([CH3:20])[CH:19]=1)[O:5][C:6]1[CH:13]=[CH:12][C:9]([C:10]#[N:11])=[CH:8][C:7]=1[N+:14]([O-])=O.S(S([O-])=O)([O-])=O.[Na+].[Na+]. (2) Reactant: [CH2:1]([S:5][C:6]1[CH:11]=[CH:10][N:9]=[CH:8][C:7]=1[N+:12]([O-])=O)[CH:2]([CH3:4])[CH3:3].Cl[Sn]Cl. Product: [CH2:1]([S:5][C:6]1[CH:11]=[CH:10][N:9]=[CH:8][C:7]=1[NH2:12])[CH:2]([CH3:4])[CH3:3]. The catalyst class is: 14. (3) Product: [C:1]([O:5][C:6]([N:8]([C:37]([O:39][C:40]([CH3:43])([CH3:42])[CH3:41])=[O:38])[C:9]1[C:10]([C:16]2[O:20][C:19]([C:21]3[CH:26]=[CH:25][C:24]([CH2:27][N:28]([CH3:36])[C:29](=[O:35])[O:30][C:31]([CH3:34])([CH3:33])[CH3:32])=[CH:23][CH:22]=3)=[N:18][N:17]=2)=[N:11][C:12]([C:46]2[CH:47]=[CH:48][C:49]([S:51]([CH:54]([CH3:55])[CH3:56])(=[O:53])=[O:52])=[CH:50][C:45]=2[F:44])=[CH:13][N:14]=1)=[O:7])([CH3:4])([CH3:3])[CH3:2]. Reactant: [C:1]([O:5][C:6]([N:8]([C:37]([O:39][C:40]([CH3:43])([CH3:42])[CH3:41])=[O:38])[C:9]1[C:10]([C:16]2[O:20][C:19]([C:21]3[CH:26]=[CH:25][C:24]([CH2:27][N:28]([CH3:36])[C:29](=[O:35])[O:30][C:31]([CH3:34])([CH3:33])[CH3:32])=[CH:23][CH:22]=3)=[N:18][N:17]=2)=[N:11][C:12](Br)=[CH:13][N:14]=1)=[O:7])([CH3:4])([CH3:3])[CH3:2].[F:44][C:45]1[CH:50]=[C:49]([S:51]([CH:54]([CH3:56])[CH3:55])(=[O:53])=[O:52])[CH:48]=[CH:47][C:46]=1B1OC(C)(C)C(C)(C)O1.C([O-])([O-])=O.[Na+].[Na+]. The catalyst class is: 233. (4) Reactant: ON1C2C=CC=CC=2N=N1.Cl.CN(C)CCCN=C=NCC.[OH:23][CH2:24][C:25]1[CH:26]=[CH:27][C:28]2[N:32]=[C:31]3[S:33][C:34]([C:36]([OH:38])=O)=[CH:35][N:30]3[C:29]=2[CH:39]=1.[O:40]1[CH2:44][CH2:43][O:42][CH:41]1[CH2:45][NH:46][CH3:47].[OH-].[Na+]. Product: [O:40]1[CH2:44][CH2:43][O:42][CH:41]1[CH2:45][N:46]([CH3:47])[C:36]([C:34]1[S:33][C:31]2=[N:32][C:28]3[CH:27]=[CH:26][C:25]([CH2:24][OH:23])=[CH:39][C:29]=3[N:30]2[CH:35]=1)=[O:38]. The catalyst class is: 3. (5) Reactant: Br[C:2]1[CH:11]=[C:10]([CH3:12])[CH:9]=[CH:8][C:3]=1[C:4]([O:6][CH3:7])=[O:5].[OH:13]OS([O-])=O.[K+].[K+].[Br-:20].[OH2:21]. Product: [Br:20][C:2]1[CH:11]=[C:10]([CH:9]=[CH:8][C:3]=1[C:4]([O:6][CH3:7])=[O:5])[C:12]([OH:13])=[O:21]. The catalyst class is: 2. (6) Reactant: [S:1]1[CH:5]=[CH:4][C:3]([S:6]([O:9][C:10]2[C:18]([O:19][CH3:20])=[CH:17][C:16]([C:21]3[N:22]([C:32]([O:34][C:35]([CH3:38])([CH3:37])[CH3:36])=[O:33])[C:23]4[C:28]([CH:29]=3)=[CH:27][C:26]([CH:30]=O)=[CH:25][CH:24]=4)=[C:15]3[C:11]=2[CH2:12][NH:13][C:14]3=[O:39])(=[O:8])=[O:7])=[CH:2]1.[NH:40]1[CH2:44][CH2:43][CH2:42][CH2:41]1.C(O)(=O)C.C(O[BH-](OC(=O)C)OC(=O)C)(=O)C.[Na+]. Product: [S:1]1[CH:5]=[CH:4][C:3]([S:6]([O:9][C:10]2[C:18]([O:19][CH3:20])=[CH:17][C:16]([C:21]3[N:22]([C:32]([O:34][C:35]([CH3:37])([CH3:36])[CH3:38])=[O:33])[C:23]4[C:28]([CH:29]=3)=[CH:27][C:26]([CH2:30][N:40]3[CH2:44][CH2:43][CH2:42][CH2:41]3)=[CH:25][CH:24]=4)=[C:15]3[C:11]=2[CH2:12][NH:13][C:14]3=[O:39])(=[O:8])=[O:7])=[CH:2]1. The catalyst class is: 10.